From a dataset of Forward reaction prediction with 1.9M reactions from USPTO patents (1976-2016). Predict the product of the given reaction. (1) The product is: [O:6]1[CH:5]=[CH:4][CH:3]=[C:2]1[CH2:1][N:7]1[CH:18]([OH:19])[CH2:20][CH2:21][S:9][C:8]1=[S:10]. Given the reactants [CH2:1]([NH2:7])[C:2]1[O:6][CH:5]=[CH:4][CH:3]=1.[C:8](=[S:10])=[S:9].C(N(CC)CC)C.[CH:18]([CH:20]=[CH2:21])=[O:19], predict the reaction product. (2) Given the reactants [CH3:1][N:2]1[CH:6]=[C:5]([N+:7]([O-])=O)[N:4]=[CH:3]1.[Cl:10][C:11]1[N:20]=[C:19](Cl)[C:18]2[C:13](=[CH:14][CH:15]=[CH:16][CH:17]=2)[N:12]=1, predict the reaction product. The product is: [Cl:10][C:11]1[N:20]=[C:19]([NH:7][C:5]2[N:4]=[CH:3][N:2]([CH3:1])[CH:6]=2)[C:18]2[C:13](=[CH:14][CH:15]=[CH:16][CH:17]=2)[N:12]=1. (3) Given the reactants Br[C:2]1[C:3]([N:15]2[CH2:20][CH2:19][C:18]([F:22])([F:21])[CH2:17][CH2:16]2)=[CH:4][C:5]([O:12][CH2:13][CH3:14])=[C:6]([CH:11]=1)[C:7]([O:9][CH3:10])=[O:8].[CH:23]1(B(O)O)[CH2:25][CH2:24]1, predict the reaction product. The product is: [CH:23]1([C:2]2[C:3]([N:15]3[CH2:20][CH2:19][C:18]([F:22])([F:21])[CH2:17][CH2:16]3)=[CH:4][C:5]([O:12][CH2:13][CH3:14])=[C:6]([CH:11]=2)[C:7]([O:9][CH3:10])=[O:8])[CH2:25][CH2:24]1.